Dataset: Catalyst prediction with 721,799 reactions and 888 catalyst types from USPTO. Task: Predict which catalyst facilitates the given reaction. (1) Reactant: C(O[BH-](OC(=O)C)OC(=O)C)(=O)C.[Na+].[CH3:15][CH2:16][O:17][C:18]([CH:20]1[CH2:24][CH2:23][CH:22]([CH:25]=O)[N:21]1[C:27]([O:29][C:30]([CH3:33])([CH3:32])[CH3:31])=[O:28])=[O:19].[C:34]([O:38][C:39](=[O:42])[CH2:40][NH2:41])([CH3:37])([CH3:36])[CH3:35]. Product: [CH3:15][CH2:16][O:17][C:18]([CH:20]1[CH2:24][CH2:23][CH:22]([CH2:25][NH:41][CH2:40][C:39]([O:38][C:34]([CH3:37])([CH3:36])[CH3:35])=[O:42])[N:21]1[C:27]([O:29][C:30]([CH3:33])([CH3:32])[CH3:31])=[O:28])=[O:19]. The catalyst class is: 4. (2) Reactant: [CH2:1]([O:8][C:9]1[C:14](=[O:15])[N:13]([CH3:16])[C:12](SC)=[N:11][C:10]=1[C:19]([O:21][CH3:22])=[O:20])[C:2]1[CH:7]=[CH:6][CH:5]=[CH:4][CH:3]=1.[CH3:23]O.C(Cl)Cl.O[O:29][S:30]([O-:32])=O.[K+]. Product: [CH3:22][O:21][C:19]([C:10]1[N:11]=[C:12]([S:30]([CH3:23])(=[O:32])=[O:29])[N:13]([CH3:16])[C:14](=[O:15])[C:9]=1[O:8][CH2:1][C:2]1[CH:7]=[CH:6][CH:5]=[CH:4][CH:3]=1)=[O:20]. The catalyst class is: 6. (3) Reactant: [Br:1][C:2]1[CH:16]=[CH:15][C:5]([O:6][C:7]([CH3:14])([CH3:13])[C:8](OCC)=[O:9])=[C:4]([N+:17]([O-])=O)[CH:3]=1. Product: [Br:1][C:2]1[CH:16]=[CH:15][C:5]2[O:6][C:7]([CH3:14])([CH3:13])[C:8](=[O:9])[NH:17][C:4]=2[CH:3]=1. The catalyst class is: 180. (4) Reactant: [CH2:1]([NH:4][C:5](=[O:25])[NH:6][C:7]1[N:12]=[CH:11][C:10](B(O)O)=[C:9]([C:16]2[S:17][CH:18]=[C:19]([C:21]([F:24])([F:23])[F:22])[N:20]=2)[CH:8]=1)[CH2:2][CH3:3].Cl[C:27]1[CH:32]=[CH:31][N:30]=[C:29]([C:33]([O:35][CH3:36])=[O:34])[CH:28]=1.C(=O)(O)[O-].[Na+].C(OCC)(=O)C. Product: [CH2:1]([NH:4][C:5](=[O:25])[NH:6][C:7]1[N:12]=[CH:11][C:10]([C:27]2[CH:32]=[CH:31][N:30]=[C:29]([C:33]([O:35][CH3:36])=[O:34])[CH:28]=2)=[C:9]([C:16]2[S:17][CH:18]=[C:19]([C:21]([F:24])([F:23])[F:22])[N:20]=2)[CH:8]=1)[CH2:2][CH3:3]. The catalyst class is: 551. (5) Reactant: [Cl:1][C:2]1[CH:33]=[CH:32][C:5]2[S:6][C:7]([S:10]([N:13]([C:15]3[CH:20]=[CH:19][C:18]([CH:21]4[CH2:24][N:23](C(OC(C)(C)C)=O)[CH2:22]4)=[CH:17][CH:16]=3)[CH3:14])(=[O:12])=[O:11])=[C:8]([CH3:9])[C:4]=2[CH:3]=1. Product: [NH:23]1[CH2:24][CH:21]([C:18]2[CH:19]=[CH:20][C:15]([N:13]([CH3:14])[S:10]([C:7]3[S:6][C:5]4[CH:32]=[CH:33][C:2]([Cl:1])=[CH:3][C:4]=4[C:8]=3[CH3:9])(=[O:12])=[O:11])=[CH:16][CH:17]=2)[CH2:22]1. The catalyst class is: 106. (6) Reactant: [H-].[Na+].[N:3]1[CH:8]=[CH:7][CH:6]=[C:5]([CH2:9][C:10]#[N:11])[CH:4]=1.Br[CH2:13][C:14]([O:19][CH3:20])([O:17][CH3:18])[CH2:15]Br.O. Product: [CH3:18][O:17][C:14]1([O:19][CH3:20])[CH2:15][C:9]([C:5]2[CH:4]=[N:3][CH:8]=[CH:7][CH:6]=2)([C:10]#[N:11])[CH2:13]1. The catalyst class is: 3.